This data is from Catalyst prediction with 721,799 reactions and 888 catalyst types from USPTO. The task is: Predict which catalyst facilitates the given reaction. The catalyst class is: 1. Product: [Cl:1][C:2]1[CH:7]=[C:6]([O:8][C:9]2[CH:14]=[CH:13][C:12]([Cl:15])=[CH:11][CH:10]=2)[CH:5]=[CH:4][C:3]=1[CH2:16][CH:17]([CH:19]1[CH2:21][CH2:20]1)[OH:18]. Reactant: [Cl:1][C:2]1[CH:7]=[C:6]([O:8][C:9]2[CH:14]=[CH:13][C:12]([Cl:15])=[CH:11][CH:10]=2)[CH:5]=[CH:4][C:3]=1[CH2:16][CH:17]=[O:18].[CH:19]1([Mg]Br)[CH2:21][CH2:20]1.